Dataset: Peptide-MHC class I binding affinity with 185,985 pairs from IEDB/IMGT. Task: Regression. Given a peptide amino acid sequence and an MHC pseudo amino acid sequence, predict their binding affinity value. This is MHC class I binding data. (1) The peptide sequence is RMRRAEPAA. The MHC is HLA-A26:01 with pseudo-sequence HLA-A26:01. The binding affinity (normalized) is 0.114. (2) The peptide sequence is LLTACTIFY. The MHC is HLA-B51:01 with pseudo-sequence HLA-B51:01. The binding affinity (normalized) is 0.